This data is from Reaction yield outcomes from USPTO patents with 853,638 reactions. The task is: Predict the reaction yield, written as a fraction of the theoretical maximum amount of product (1.0 means a 100% yield; for example, 0.34 means a 34% yield). (1) The reactants are [CH2:1]([O:8][C@H:9]1[O:18][C@H:17]2[C@@H:12]([O:13][CH:14]([C:19]3[CH:24]=[CH:23][CH:22]=[CH:21][CH:20]=3)[O:15][CH2:16]2)[C@H:11]([O:25][Si](C(C)(C)C)(C)C)[C@@H:10]1[OH:33])[C:2]1[CH:7]=[CH:6][CH:5]=[CH:4][CH:3]=1.CC(O)=O.[F-].[CH2:39]([N+](CCCC)(CCCC)CCCC)[CH2:40][CH2:41]C.[CH2:56]1[CH2:60]O[CH2:58][CH2:57]1. No catalyst specified. The product is [CH2:14]([O:15][C@H:16]1[O:33][C@H:10]2[C@@H:11]([O:25][CH:1]([C:2]3[CH:3]=[CH:4][CH:5]=[CH:6][CH:7]=3)[O:8][CH2:9]2)[C@H:12]([OH:13])[C@@H:17]1[O:18][CH2:58][C:57]1[CH:41]=[CH:40][CH:39]=[CH:60][CH:56]=1)[C:19]1[CH:20]=[CH:21][CH:22]=[CH:23][CH:24]=1. The yield is 0.790. (2) The reactants are O1CCBN1.B.C1COCC1.[Cl:12][C:13]1[CH:14]=[C:15]([C:20](=[O:22])[CH3:21])[CH:16]=[C:17]([F:19])[CH:18]=1. The catalyst is O1CCCC1. The product is [Cl:12][C:13]1[CH:14]=[C:15]([C@@H:20]([OH:22])[CH3:21])[CH:16]=[C:17]([F:19])[CH:18]=1. The yield is 0.890. (3) The catalyst is CN(C)C1C=CN=CC=1.N1C=CC=CC=1. The product is [F:25][C:26]([F:32])([F:31])[S:27]([O:24][C:21]1[C:20]2[C:15](=[CH:16][CH:17]=[CH:18][CH:19]=2)[C:12]2[O:13][CH2:14][CH:10]([C:7]3[CH:8]=[CH:9][C:4]([CH:1]([CH3:3])[CH3:2])=[CH:5][CH:6]=3)[C:11]=2[C:22]=1[CH3:23])(=[O:29])=[O:28]. The reactants are [CH:1]([C:4]1[CH:9]=[CH:8][C:7]([CH:10]2[CH2:14][O:13][C:12]3[C:15]4[C:20]([C:21]([OH:24])=[C:22]([CH3:23])[C:11]2=3)=[CH:19][CH:18]=[CH:17][CH:16]=4)=[CH:6][CH:5]=1)([CH3:3])[CH3:2].[F:25][C:26]([F:32])([F:31])[S:27]([O-])(=[O:29])=[O:28].O. The yield is 0.760. (4) The reactants are [Cl:1][C:2]1[CH:3]=[C:4]([CH2:10][C:11]([O:13][CH3:14])=[O:12])[CH:5]=[CH:6][C:7]=1[C:8]#[N:9].[H-].[Na+].I[CH3:18]. The catalyst is CN(C)C=O.O.C(OCC)(=O)C. The product is [Cl:1][C:2]1[CH:3]=[C:4]([CH:10]([CH3:18])[C:11]([O:13][CH3:14])=[O:12])[CH:5]=[CH:6][C:7]=1[C:8]#[N:9]. The yield is 0.650. (5) The reactants are [N+:1]([C:4]1[CH:5]=[C:6]2[C:10](=[CH:11][CH:12]=1)[NH:9][N:8]=[CH:7]2)([O-:3])=[O:2].Cl.[N:14]1[CH:19]=[CH:18][CH:17]=[CH:16][C:15]=1[CH2:20]Cl.C(=O)([O-])[O-].[K+].[K+]. The catalyst is CN(C=O)C.O. The product is [N+:1]([C:4]1[CH:5]=[C:6]2[C:10](=[CH:11][CH:12]=1)[N:9]([CH2:20][C:15]1[CH:16]=[CH:17][CH:18]=[CH:19][N:14]=1)[N:8]=[CH:7]2)([O-:3])=[O:2]. The yield is 0.550. (6) The reactants are [C:1]([O:5][C:6]([N:8]([CH3:32])[CH:9]1[CH2:14][CH2:13][CH:12]([O:15][C:16]2[C:27]3[C:26]4[C@@H:25]([CH2:28][C:29](O)=[O:30])[CH2:24][CH2:23][C:22]=4[S:21][C:20]=3[N:19]=[CH:18][N:17]=2)[CH2:11][CH2:10]1)=[O:7])([CH3:4])([CH3:3])[CH3:2].[F:33][C:34]1[CH:35]=[CH:36][C:37]([NH2:40])=[N:38][CH:39]=1.CN(C(ON1N=NC2C=CC=NC1=2)=[N+](C)C)C.F[P-](F)(F)(F)(F)F.CCN(C(C)C)C(C)C. The catalyst is CN(C=O)C. The product is [F:33][C:34]1[CH:35]=[CH:36][C:37]([NH:40][C:29]([CH2:28][C@H:25]2[CH2:24][CH2:23][C:22]3[S:21][C:20]4[N:19]=[CH:18][N:17]=[C:16]([O:15][CH:12]5[CH2:13][CH2:14][CH:9]([N:8]([CH3:32])[C:6](=[O:7])[O:5][C:1]([CH3:3])([CH3:2])[CH3:4])[CH2:10][CH2:11]5)[C:27]=4[C:26]2=3)=[O:30])=[N:38][CH:39]=1. The yield is 0.830. (7) The reactants are [CH2:1]([CH:4]1[NH:8][C:7]([CH3:10])([CH3:9])[CH2:6][CH2:5]1)[CH:2]=[CH2:3].C(N(CC)CC)C.[C:18](Cl)(=[O:21])[CH:19]=[CH2:20].C([O-])(O)=O.[Na+]. The catalyst is C(Cl)Cl. The product is [CH2:1]([CH:4]1[N:8]([C:18](=[O:21])[CH:19]=[CH2:20])[C:7]([CH3:10])([CH3:9])[CH2:6][CH2:5]1)[CH:2]=[CH2:3]. The yield is 0.800.